This data is from Peptide-MHC class II binding affinity with 134,281 pairs from IEDB. The task is: Regression. Given a peptide amino acid sequence and an MHC pseudo amino acid sequence, predict their binding affinity value. This is MHC class II binding data. The peptide sequence is DKWLDAKSTWYGKPT. The MHC is DRB1_0405 with pseudo-sequence DRB1_0405. The binding affinity (normalized) is 0.178.